This data is from CYP3A4 inhibition data for predicting drug metabolism from PubChem BioAssay. The task is: Regression/Classification. Given a drug SMILES string, predict its absorption, distribution, metabolism, or excretion properties. Task type varies by dataset: regression for continuous measurements (e.g., permeability, clearance, half-life) or binary classification for categorical outcomes (e.g., BBB penetration, CYP inhibition). Dataset: cyp3a4_veith. The molecule is COc1cccc(C2C3(C#N)C(N)=NC(OC)(OC)C23C#N)c1. The result is 0 (non-inhibitor).